This data is from Forward reaction prediction with 1.9M reactions from USPTO patents (1976-2016). The task is: Predict the product of the given reaction. (1) The product is: [CH3:17][O:16][C:15]1[CH:18]=[C:19]([CH:20]=[CH:21][C:14]=1[O:22][CH3:23])[C:9]([C:8]1[CH:12]=[CH:13][C:5]([C:1]([CH3:4])([CH3:3])[CH3:2])=[CH:6][CH:7]=1)=[O:10]. Given the reactants [C:1]([C:5]1[CH:13]=[CH:12][C:8]([C:9](Cl)=[O:10])=[CH:7][CH:6]=1)([CH3:4])([CH3:3])[CH3:2].[C:14]1([O:22][CH3:23])[C:15](=[CH:18][CH:19]=[CH:20][CH:21]=1)[O:16][CH3:17].[Cl-].[Al+3].[Cl-].[Cl-].Cl, predict the reaction product. (2) Given the reactants CC1(C)CCCC(C)(C)N1.[Li]CCCC.[F:16][C:17]1[CH:22]=[N:21][CH:20]=[CH:19][N:18]=1.[Cl:23][C:24]1[N:29]=[C:28]([C:30](OC)=[O:31])[CH:27]=[CH:26][CH:25]=1, predict the reaction product. The product is: [Cl:23][C:24]1[N:29]=[C:28]([C:30]([C:22]2[C:17]([F:16])=[N:18][CH:19]=[CH:20][N:21]=2)=[O:31])[CH:27]=[CH:26][CH:25]=1. (3) Given the reactants [I:1][C:2]1[C:10]2[C:9](=[O:11])[NH:8][C:7]([NH:12]C(=O)C(C)(C)C)=[N:6][C:5]=2[N:4]([CH3:19])[CH:3]=1.[OH-].[Na+], predict the reaction product. The product is: [NH2:12][C:7]1[NH:8][C:9](=[O:11])[C:10]2[C:2]([I:1])=[CH:3][N:4]([CH3:19])[C:5]=2[N:6]=1. (4) Given the reactants Br[CH:2]1[CH2:6][CH2:5][N:4]([C:7]2[CH:12]=[CH:11][CH:10]=[C:9]([C:13]([F:16])([F:15])[F:14])[CH:8]=2)[C:3]1=[O:17].[NH2:18][C:19]1[N:24]=[C:23]([SH:25])[C:22]([C:26]#[N:27])=[C:21]([S:28][CH3:29])[N:20]=1.C(=O)([O-])[O-].[K+].[K+], predict the reaction product. The product is: [NH2:18][C:19]1[N:20]=[C:21]([S:28][CH3:29])[C:22]([C:26]#[N:27])=[C:23]([S:25][CH:2]2[CH2:6][CH2:5][N:4]([C:7]3[CH:12]=[CH:11][CH:10]=[C:9]([C:13]([F:16])([F:15])[F:14])[CH:8]=3)[C:3]2=[O:17])[N:24]=1. (5) The product is: [CH3:20][O:21][C:22](=[O:23])[NH:24][C@H:25]([C:26]([N:14]1[CH2:15][C@@H:16]([CH3:19])[CH2:17][CH2:18][C@H:13]1[C:11]1[NH:12][C:8]([C:5]2[CH:4]=[CH:3][C:2]([Br:1])=[CH:7][CH:6]=2)=[CH:9][N:10]=1)=[O:27])[CH:29]([CH3:31])[CH3:30]. Given the reactants [Br:1][C:2]1[CH:7]=[CH:6][C:5]([C:8]2[NH:12][C:11]([C@@H:13]3[CH2:18][CH2:17][C@H:16]([CH3:19])[CH2:15][NH:14]3)=[N:10][CH:9]=2)=[CH:4][CH:3]=1.[CH3:20][O:21][C:22]([NH:24][C@@H:25]([CH:29]([CH3:31])[CH3:30])[C:26](O)=[O:27])=[O:23].CN(C(ON1N=NC2C=CC=NC1=2)=[N+](C)C)C.F[P-](F)(F)(F)(F)F.CCN(C(C)C)C(C)C, predict the reaction product.